This data is from Forward reaction prediction with 1.9M reactions from USPTO patents (1976-2016). The task is: Predict the product of the given reaction. Given the reactants [C:1]([O:5][C:6]([N:8]1[CH2:13][CH2:12][C:11](=O)[CH2:10][CH2:9]1)=[O:7])([CH3:4])([CH3:3])[CH3:2].[C:15]([O:19][C:20](=[O:25])[NH:21][CH2:22][CH2:23][NH2:24])([CH3:18])([CH3:17])[CH3:16].C(O[BH-](OC(=O)C)OC(=O)C)(=O)C.[Na+].CO, predict the reaction product. The product is: [C:1]([O:5][C:6]([N:8]1[CH2:13][CH2:12][CH:11]([NH:24][CH2:23][CH2:22][NH:21][C:20]([O:19][C:15]([CH3:18])([CH3:17])[CH3:16])=[O:25])[CH2:10][CH2:9]1)=[O:7])([CH3:4])([CH3:3])[CH3:2].